This data is from Catalyst prediction with 721,799 reactions and 888 catalyst types from USPTO. The task is: Predict which catalyst facilitates the given reaction. (1) Reactant: [Br:1][C:2]1[C:7]([F:8])=[CH:6][C:5]([NH:9][C:10]([NH:12][NH:13][C:14](=O)[CH2:15][C@@H:16]2[CH2:20][CH2:19][N:18]([C:21]([CH:23]3[CH2:25][CH2:24]3)=[O:22])[CH2:17]2)=[O:11])=[C:4]([F:27])[CH:3]=1.C(=O)([O-])[O-].[K+].[K+].Cl. Product: [Br:1][C:2]1[C:7]([F:8])=[CH:6][C:5]([N:9]2[C:14]([CH2:15][C@@H:16]3[CH2:20][CH2:19][N:18]([C:21]([CH:23]4[CH2:25][CH2:24]4)=[O:22])[CH2:17]3)=[N:13][NH:12][C:10]2=[O:11])=[C:4]([F:27])[CH:3]=1. The catalyst class is: 6. (2) Reactant: [Br:1][C:2]1[CH:6]=[N:5][N:4]([CH3:7])[C:3]=1[C:8]1[CH:9]=[C:10]([NH2:16])[CH:11]=[CH:12][C:13]=1[O:14][CH3:15].[N+:17]([C:20]1[CH:21]=[C:22]([N:26]=[C:27]=[O:28])[CH:23]=[CH:24][CH:25]=1)([O-:19])=[O:18]. Product: [Br:1][C:2]1[CH:6]=[N:5][N:4]([CH3:7])[C:3]=1[C:8]1[CH:9]=[C:10]([NH:16][C:27]([NH:26][C:22]2[CH:23]=[CH:24][CH:25]=[C:20]([N+:17]([O-:19])=[O:18])[CH:21]=2)=[O:28])[CH:11]=[CH:12][C:13]=1[O:14][CH3:15]. The catalyst class is: 2. (3) Product: [ClH:1].[ClH:1].[CH2:3]([C:7]1[N:8]=[N:9][C:10]([O:32][CH:33]2[CH2:38][CH2:37][N:36]([CH3:42])[CH2:35][CH2:34]2)=[CH:11][C:12]=1[C:13]1[CH:18]=[CH:17][C:16]([O:19][CH:20]2[CH2:21][CH2:22][CH2:23][CH2:24][CH2:25]2)=[C:15]([C:26]2[CH:27]=[N:28][N:29]([CH3:31])[CH:30]=2)[CH:14]=1)[CH2:4][CH2:5][CH3:6]. The catalyst class is: 322. Reactant: [ClH:1].Cl.[CH2:3]([C:7]1[N:8]=[N:9][C:10]([O:32][CH:33]2[CH2:38][CH2:37][NH:36][CH2:35][CH2:34]2)=[CH:11][C:12]=1[C:13]1[CH:18]=[CH:17][C:16]([O:19][CH:20]2[CH2:25][CH2:24][CH2:23][CH2:22][CH2:21]2)=[C:15]([C:26]2[CH:27]=[N:28][N:29]([CH3:31])[CH:30]=2)[CH:14]=1)[CH2:4][CH2:5][CH3:6].C=O.O.[C:42](O[BH-](OC(=O)C)OC(=O)C)(=O)C.[Na+]. (4) Reactant: [NH2:1][C:2]1[CH:7]=[CH:6][C:5]([C:8]2[S:9][C:10]3[CH:16]=[C:15]([O:17][CH3:18])[CH:14]=[CH:13][C:11]=3[N:12]=2)=[CH:4][CH:3]=1.[I:19]Cl.C(Cl)Cl. Product: [NH2:1][C:2]1[CH:3]=[CH:4][C:5]([C:8]2[S:9][C:10]3[CH:16]=[C:15]([O:17][CH3:18])[CH:14]=[CH:13][C:11]=3[N:12]=2)=[CH:6][C:7]=1[I:19]. The catalyst class is: 15. (5) Reactant: [C:1]([O:6][C:7]1[CH:8]=[C:9]([CH:13]=[CH:14][CH:15]=1)[C:10](O)=[O:11])(=[O:5])[CH:2]([CH3:4])[CH3:3].S(Cl)([Cl:18])=O. Product: [C:1]([O:6][C:7]1[CH:8]=[C:9]([CH:13]=[CH:14][CH:15]=1)[C:10]([Cl:18])=[O:11])(=[O:5])[CH:2]([CH3:4])[CH3:3]. The catalyst class is: 85. (6) Reactant: Cl.[F:2][C:3]([F:27])([F:26])[C:4]1[CH:25]=[CH:24][CH:23]=[CH:22][C:5]=1[CH:6]([O:17][CH:18]1[CH2:21][NH:20][CH2:19]1)[C:7]1[CH:12]=[CH:11][C:10]([O:13][CH:14]([F:16])[F:15])=[CH:9][CH:8]=1.C(=O)([O-])[O-].[CH:32]1([N:38]=[C:39]=[O:40])[CH2:37][CH2:36][CH2:35][CH2:34][CH2:33]1. Product: [F:27][C:3]([F:2])([F:26])[C:4]1[CH:25]=[CH:24][CH:23]=[CH:22][C:5]=1[CH:6]([O:17][CH:18]1[CH2:21][N:20]([C:39]([NH:38][CH:32]2[CH2:37][CH2:36][CH2:35][CH2:34][CH2:33]2)=[O:40])[CH2:19]1)[C:7]1[CH:12]=[CH:11][C:10]([O:13][CH:14]([F:15])[F:16])=[CH:9][CH:8]=1. The catalyst class is: 2. (7) Reactant: [CH3:1][C:2]1[N:3]=[C:4]([CH2:7][N:8]2[C:16]3[C:11](=[C:12]([N+:17]([O-])=O)[CH:13]=[CH:14][CH:15]=3)[C:10]([CH:20]=[CH2:21])=[N:9]2)[S:5][CH:6]=1. Product: [CH2:20]([C:10]1[C:11]2[C:12]([NH2:17])=[CH:13][CH:14]=[CH:15][C:16]=2[N:8]([CH2:7][C:4]2[S:5][CH:6]=[C:2]([CH3:1])[N:3]=2)[N:9]=1)[CH3:21]. The catalyst class is: 261. (8) Reactant: [OH-].[Na+].C(O)CO.N1(C([N:14]2[CH2:19][CH2:18][CH:17]([O:20][C:21]3[N:26]=[CH:25][N:24]=[C:23]([N:27]4[C:35]5[C:30](=[CH:31][C:32]([S:36]([CH2:39][CH2:40][CH3:41])(=[O:38])=[O:37])=[CH:33][CH:34]=5)[CH2:29][CH2:28]4)[CH:22]=3)[CH2:16][CH2:15]2)=O)C=CN=C1. Product: [NH:14]1[CH2:15][CH2:16][CH:17]([O:20][C:21]2[N:26]=[CH:25][N:24]=[C:23]([N:27]3[C:35]4[C:30](=[CH:31][C:32]([S:36]([CH2:39][CH2:40][CH3:41])(=[O:38])=[O:37])=[CH:33][CH:34]=4)[CH2:29][CH2:28]3)[CH:22]=2)[CH2:18][CH2:19]1. The catalyst class is: 6. (9) Reactant: [CH:1]1[CH:2]=[CH:3][C:4]([O:7][C:8]2[C:9]([N:21]3[CH2:25][CH2:24][CH2:23][CH2:22]3)=[CH:10][C:11]([C:18]([OH:20])=[O:19])=[CH:12][C:13]=2[S:14]([NH2:17])(=[O:16])=[O:15])=[CH:5][CH:6]=1.[C:26]([O:32][CH2:33]Cl)(=[O:31])[C:27]([CH3:30])([CH3:29])[CH3:28].C(N(CC)CC)C.[I-].[Na+]. Product: [NH2:17][S:14]([C:13]1[CH:12]=[C:11]([CH:10]=[C:9]([N:21]2[CH2:22][CH2:23][CH2:24][CH2:25]2)[C:8]=1[O:7][C:4]1[CH:5]=[CH:6][CH:1]=[CH:2][CH:3]=1)[C:18]([O:20][CH2:33][O:32][C:26]([C:27]([CH3:30])([CH3:29])[CH3:28])=[O:31])=[O:19])(=[O:16])=[O:15]. The catalyst class is: 3. (10) Reactant: [Br:1][C:2]1[CH:7]=[CH:6][C:5]([CH2:8][OH:9])=[CH:4][C:3]=1[CH3:10]. Product: [Br:1][C:2]1[CH:7]=[CH:6][C:5]([CH:8]=[O:9])=[CH:4][C:3]=1[CH3:10]. The catalyst class is: 327.